From a dataset of Reaction yield outcomes from USPTO patents with 853,638 reactions. Predict the reaction yield, written as a fraction of the theoretical maximum amount of product (1.0 means a 100% yield; for example, 0.34 means a 34% yield). (1) The yield is 0.560. The product is [C:18]([NH:17][CH2:16][CH2:15][NH:14][C:10](=[O:12])[CH2:9][N:8]([CH3:13])[C:6](=[O:7])[O:5][C:1]([CH3:2])([CH3:3])[CH3:4])(=[O:40])[CH2:19][CH2:20]/[CH:21]=[CH:22]\[CH2:23]/[CH:24]=[CH:25]\[CH2:26]/[CH:27]=[CH:28]\[CH2:29]/[CH:30]=[CH:31]\[CH2:32]/[CH:33]=[CH:34]\[CH2:35]/[CH:36]=[CH:37]\[CH2:38][CH3:39]. The reactants are [C:1]([O:5][C:6]([N:8]([CH3:13])[CH2:9][C:10]([OH:12])=O)=[O:7])([CH3:4])([CH3:3])[CH3:2].[NH2:14][CH2:15][CH2:16][NH:17][C:18](=[O:40])[CH2:19][CH2:20]/[CH:21]=[CH:22]\[CH2:23]/[CH:24]=[CH:25]\[CH2:26]/[CH:27]=[CH:28]\[CH2:29]/[CH:30]=[CH:31]\[CH2:32]/[CH:33]=[CH:34]\[CH2:35]/[CH:36]=[CH:37]\[CH2:38][CH3:39].CN(C(ON1N=NC2C=CC=NC1=2)=[N+](C)C)C.F[P-](F)(F)(F)(F)F. The catalyst is C(Cl)Cl. (2) The reactants are C(S([O:6][C:7]1[CH:12]=[C:11]([C:13]([CH3:39])([CH2:15][C:16]([N:18]2[CH2:23][CH2:22][CH2:21][C@H:20]([CH2:24][O:25][C:26]3[C:35]4[C:34]([NH2:36])=[N:33][S:32](=[O:38])(=[O:37])[NH:31][C:30]=4[CH:29]=[CH:28][CH:27]=3)[CH2:19]2)=[O:17])[CH3:14])[CH:10]=[CH:9][C:8]=1[O:40][CH3:41])(=O)=O)C.[OH-].[Na+].Cl. The catalyst is CCO. The product is [NH2:36][C:34]1[C:35]2[C:26]([O:25][CH2:24][C@H:20]3[CH2:21][CH2:22][CH2:23][N:18]([C:16](=[O:17])[CH2:15][C:13]([C:11]4[CH:10]=[CH:9][C:8]([O:40][CH3:41])=[C:7]([OH:6])[CH:12]=4)([CH3:39])[CH3:14])[CH2:19]3)=[CH:27][CH:28]=[CH:29][C:30]=2[NH:31][S:32](=[O:38])(=[O:37])[N:33]=1. The yield is 0.450. (3) No catalyst specified. The yield is 0.460. The product is [N:1]1([C:7]2[N:15]=[C:14]([C:16]3[CH:17]=[C:18]([OH:22])[CH:19]=[N:20][CH:21]=3)[N:13]=[C:12]3[C:8]=2[N:9]=[CH:10][N:11]3[CH:23]2[CH2:28][CH2:27][N:26]([CH2:34][C:30]3[NH:29][CH:33]=[CH:32][CH:31]=3)[CH2:25][CH2:24]2)[CH2:2][CH2:3][O:4][CH2:5][CH2:6]1. The reactants are [N:1]1([C:7]2[N:15]=[C:14]([C:16]3[CH:17]=[C:18]([OH:22])[CH:19]=[N:20][CH:21]=3)[N:13]=[C:12]3[C:8]=2[N:9]=[CH:10][N:11]3[CH:23]2[CH2:28][CH2:27][NH:26][CH2:25][CH2:24]2)[CH2:6][CH2:5][O:4][CH2:3][CH2:2]1.[NH:29]1[CH:33]=[CH:32][CH:31]=[C:30]1[CH:34]=O. (4) The product is [CH2:5]([O:7][P:8]([NH:13][C@H:19]1[C@H:14]([O:31][CH3:30])[CH2:15][CH2:16][N:17]([C:20]([O:22][CH2:23][C:24]2[CH:29]=[CH:28][CH:27]=[CH:26][CH:25]=2)=[O:21])[CH2:18]1)([O:10][CH2:11][CH3:12])=[O:9])[CH3:6]. No catalyst specified. The reactants are B(F)(F)F.[CH2:5]([O:7][P:8]([N:13]1[CH:19]2[CH:14]1[CH2:15][CH2:16][N:17]([C:20]([O:22][CH2:23][C:24]1[CH:29]=[CH:28][CH:27]=[CH:26][CH:25]=1)=[O:21])[CH2:18]2)([O:10][CH2:11][CH3:12])=[O:9])[CH3:6].[CH3:30][OH:31]. The yield is 0.940. (5) The reactants are [CH:1]1([C:4]2[CH:5]=[CH:6][C:7]([N+:26]([O-])=O)=[C:8]([NH:10][CH:11]3[CH2:16][CH2:15][N:14]([C@H:17]4[CH2:22][CH2:21][C@H:20]([O:23][CH2:24][CH3:25])[CH2:19][CH2:18]4)[CH2:13][CH2:12]3)[CH:9]=2)[CH2:3][CH2:2]1.O.NN. The catalyst is C(O)C.[Ni]. The product is [CH:1]1([C:4]2[CH:9]=[C:8]([NH:10][CH:11]3[CH2:12][CH2:13][N:14]([C@H:17]4[CH2:22][CH2:21][C@H:20]([O:23][CH2:24][CH3:25])[CH2:19][CH2:18]4)[CH2:15][CH2:16]3)[C:7]([NH2:26])=[CH:6][CH:5]=2)[CH2:2][CH2:3]1. The yield is 0.900.